This data is from Reaction yield outcomes from USPTO patents with 853,638 reactions. The task is: Predict the reaction yield, written as a fraction of the theoretical maximum amount of product (1.0 means a 100% yield; for example, 0.34 means a 34% yield). (1) The product is [O:9]1[CH:13]=[CH:12][C:11]([C:2]2[C:7]([OH:8])=[CH:6][CH:5]=[CH:4][N:3]=2)=[CH:10]1. The catalyst is C(COC)OC.O. The reactants are Br[C:2]1[C:7]([OH:8])=[CH:6][CH:5]=[CH:4][N:3]=1.[O:9]1[CH:13]=[CH:12][C:11](B(O)O)=[CH:10]1.C(=O)([O-])[O-].[Na+].[Na+]. The yield is 0.270. (2) The reactants are [CH3:1][C:2]1[S:3][C:4]2[CH:10]=[CH:9][C:8]([OH:11])=[CH:7][C:5]=2[N:6]=1.C([Mg]Cl)(C)C.[NH:17]1[C:27]2[C:22](=[CH:23][CH:24]=[CH:25][CH:26]=2)[C:20](=[O:21])[C:18]1=[O:19]. The catalyst is O1CCCC1.[Cl-].[NH4+].C(OCC)(=O)C. The product is [OH:21][C:20]1([C:9]2[C:8]([OH:11])=[CH:7][C:5]3[N:6]=[C:2]([CH3:1])[S:3][C:4]=3[CH:10]=2)[C:22]2[C:27](=[CH:26][CH:25]=[CH:24][CH:23]=2)[NH:17][C:18]1=[O:19]. The yield is 0.620. (3) The reactants are [CH:1]1([CH2:6][CH:7]([C:11]2[CH:16]=[CH:15][C:14]([S:17][CH3:18])=[C:13]([C:19]([F:22])([F:21])[F:20])[CH:12]=2)[C:8]([OH:10])=[O:9])[CH2:5][CH2:4][CH2:3][CH2:2]1.S(=O)(=O)(O)O.[CH2:28](O)[CH3:29]. No catalyst specified. The product is [CH2:28]([O:9][C:8](=[O:10])[CH:7]([C:11]1[CH:16]=[CH:15][C:14]([S:17][CH3:18])=[C:13]([C:19]([F:22])([F:20])[F:21])[CH:12]=1)[CH2:6][CH:1]1[CH2:5][CH2:4][CH2:3][CH2:2]1)[CH3:29]. The yield is 0.948. (4) The reactants are [N:1]1([C:5]2[CH:10]=[C:9]([Cl:11])[CH:8]=[CH:7][C:6]=2[CH2:12][N:13]2[CH2:18][CH2:17][NH:16][CH2:15][CH2:14]2)[CH2:4][CH2:3][CH2:2]1.[C:19](=O)([O:28]N1C(=O)CCC1=O)[O:20][N:21]1[C:25](=[O:26])[CH2:24][CH2:23][C:22]1=[O:27].ClCCl.C(N(CC)C(C)C)(C)C. The catalyst is O. The product is [N:1]1([C:5]2[CH:10]=[C:9]([Cl:11])[CH:8]=[CH:7][C:6]=2[CH2:12][N:13]2[CH2:14][CH2:15][N:16]([C:19]([O:20][N:21]3[C:25](=[O:26])[CH2:24][CH2:23][C:22]3=[O:27])=[O:28])[CH2:17][CH2:18]2)[CH2:4][CH2:3][CH2:2]1. The yield is 0.260. (5) The reactants are [Si]([O:8][C@H:9]1[CH2:13][N:12]([C:14](=[O:42])[C:15]2[CH:20]=[CH:19][CH:18]=[C:17]([CH:21]([C:28]3[CH:33]=[CH:32][CH:31]=[C:30]([F:34])[C:29]=3[C:35]3[CH:40]=[CH:39][CH:38]=[C:37]([CH3:41])[CH:36]=3)[CH2:22][CH2:23][CH2:24][CH2:25][O:26][CH3:27])[CH:16]=2)[CH2:11][C@H:10]1[NH:43]C(=O)OC(C)(C)C)(C(C)(C)C)(C)C.C([O-])(O)=O.[Na+]. The catalyst is Cl.CC#N. The product is [NH2:43][C@H:10]1[C@@H:9]([OH:8])[CH2:13][N:12]([C:14]([C:15]2[CH:20]=[CH:19][CH:18]=[C:17]([CH:21]([C:28]3[CH:33]=[CH:32][CH:31]=[C:30]([F:34])[C:29]=3[C:35]3[CH:40]=[CH:39][CH:38]=[C:37]([CH3:41])[CH:36]=3)[CH2:22][CH2:23][CH2:24][CH2:25][O:26][CH3:27])[CH:16]=2)=[O:42])[CH2:11]1. The yield is 0.0380. (6) The reactants are [H-].[Na+].[F:3][C:4]([F:19])([F:18])[CH:5]([C:7]1[CH:12]=[CH:11][CH:10]=[CH:9][C:8]=1[C:13]1[CH:17]=[CH:16][O:15][CH:14]=1)[OH:6].[Cl:20][C:21]1[CH:26]=[C:25](Cl)[N:24]=[CH:23][N:22]=1.O. The catalyst is C1COCC1. The product is [Cl:20][C:21]1[CH:26]=[C:25]([O:6][CH:5]([C:7]2[CH:12]=[CH:11][CH:10]=[CH:9][C:8]=2[C:13]2[CH:17]=[CH:16][O:15][CH:14]=2)[C:4]([F:3])([F:18])[F:19])[N:24]=[CH:23][N:22]=1. The yield is 0.940. (7) The reactants are [H-].[Na+].[NH2:3][C:4]1[N:8]([C:9]2[CH:10]=[C:11]([CH:18]=[CH:19][C:20]=2[CH3:21])[C:12]([NH:14][CH:15]2[CH2:17][CH2:16]2)=[O:13])[N:7]=[CH:6][C:5]=1[C:22](=[O:31])[C:23]1[CH:28]=[CH:27][CH:26]=[C:25](CO)[CH:24]=1.C(O[C:35](=O)[C:36]1[CH:41]=CC=C(OCCN2CCOCC2)[CH:37]=1)C.FC(F)(F)[C:54]([OH:56])=[O:55].C1(NC(=O)[C:64]2[CH:69]=[CH:68][C:67](C)=[C:66]([NH:71]N)C=2)CC1.[O:74]1CCOCC1. No catalyst specified. The product is [C:36]([O:56][C:54]([N:71]1[CH2:66][CH2:67][CH:68]([O:74][C:6]2[C:5]([C:22](=[O:31])[C:23]3[CH:28]=[CH:27][CH:26]=[CH:25][CH:24]=3)=[C:4]([NH2:3])[N:8]([C:9]3[CH:10]=[C:11]([C:12](=[O:13])[NH:14][CH:15]4[CH2:16][CH2:17]4)[CH:18]=[CH:19][C:20]=3[CH3:21])[N:7]=2)[CH2:69][CH2:64]1)=[O:55])([CH3:41])([CH3:37])[CH3:35]. The yield is 0.160.